This data is from Experimentally validated miRNA-target interactions with 360,000+ pairs, plus equal number of negative samples. The task is: Binary Classification. Given a miRNA mature sequence and a target amino acid sequence, predict their likelihood of interaction. (1) The miRNA is mmu-miR-290a-5p with sequence ACUCAAACUAUGGGGGCACUUU. The protein sequence of the target gene is MLRQILSDMFIDPDLLAELSEEQKQILFYKMREEQIRRWKEREAAMERKESLPVKSRPKKENGKSVHWKLGADKQVWVWVMGEHHLDKPYDVLCDEILAEREHLRAAKDSELRKTQSLELANSLKIKSQNCDLQAMKKTEPQNVTRKAASEEASGQGPRAIPTRKDDKAQTKPVKEKDHEEMKQTEDEKTKQIYKSWKEDSEWQASLRKSKAADEKRRSLAKQAREDYKRLSQRGRSGDGLQNPLTGPQKPRRPPLPPKPQFLQPLGIPPKSLGNQGVIRTEISSAQMDTIRWFKEEQLP.... Result: 1 (interaction). (2) The miRNA is hsa-miR-155-5p with sequence UUAAUGCUAAUCGUGAUAGGGGUU. The protein sequence of the target gene is MAAWGCVAALGAARGLCWRAARAAAGLQGRPARRCYAVGPAQSPPTFGFLLDIDGVLVRGHRVIPAALKAFRRLVNSQGQLRVPVVFVTNAGNILQHSKAQELSALLGCEVDADQVILSHSPMKLFSEYHEKRMLVSGQGPVMENAQGLGFRNVVTVDELRMAFPLLDMVDLERRLKTTPLPRNDFPRIEGVLLLGEPVRWETSLQLIMDVLLSNGSPGAGLATPPYPHLPVLASNMDLLWMAEAKMPRFGHGTFLLCLETIYQKVTGKELRYEGLMGKPSILTYQYAEDLIRRQAERRG.... Result: 1 (interaction). (3) The protein sequence of the target gene is MAPKRKASVQTEGSKKRRQGTEEEDSFRSTAEALRAAPADNRVIRVDPSCPFSRNPGIQVHEDYDCTLNQTNIGNNNNKFYIIQLLEEGSRFFCWNRWGRVGEVGQSKMNHFTCLEDAKKDFKKKFWEKTKNKWEERDRFVAQPNKYTLIEVQGEAESQEAVVKALSPQVYSGPVRTVVKPCSLDPATQNLITNIFSKEMFKNAMTLMNLDVKKMPLGKLTKQQIARGFEALEALEEAMKNPTGDGQSLEELSSCFYTVIPHNFGRSRPPPINSPDVLQAKKDMLLVLADIELAQTLQAA.... Result: 0 (no interaction). The miRNA is hsa-miR-214-3p with sequence ACAGCAGGCACAGACAGGCAGU. (4) The miRNA is hsa-miR-130b-3p with sequence CAGUGCAAUGAUGAAAGGGCAU. The protein sequence of the target gene is MPRSFLVKTHSSHRVPNYRRLETQREINGACSACGGLVVPLLPRDKEAPSVPGDLPQPWDRSSAVACISLPLLPRIEEALGASGLDALEVSEVDPRASRAAIVPLKDSLNHLNLPPLLVLPTRWSPTLGPDRHGAPEKLLGAERMPRAPGGFECFHCHKPYHTLAGLARHRQLHCHLQVGRVFTCKYCDKEYTSLGALKMHIRTHTLPCTCKICGKAFSRPWLLQGHVRTHTGEKPYACSHCSRAFADRSNLRAHLQTHSDAKKYRCRRCTKTFSRMSLLARHEESGCCPGP. Result: 1 (interaction). (5) The miRNA is hsa-miR-4310 with sequence GCAGCAUUCAUGUCCC. The protein sequence of the target gene is MKGFLLLSLSLLLVTVGSSSQASSTTSSSGGTSPPTTVQSQSPGSSSQASTTTSSSGGASPPTTVQSQSPGSSSQASTTTSSSGGASPPTTVQSQSPGSSSQASTTTSSSGGASPPTTVQSQSPGSSSQASTTTSSSGGASPPTTVQSQSPGSSSQASTTTSSSGGASPPTTVQSQSPGSSSQVSTTTSSSGGASPPTTVQSQSPGSSSQPGPTQPSGGASSSTVPSGGSTGPSDLCNPNPCKGTASCVKLHSKHFCLCLEGYYYNSSLSSCVKGTTFPGDISMSVSETANLEDENSVGY.... Result: 0 (no interaction).